Dataset: Catalyst prediction with 721,799 reactions and 888 catalyst types from USPTO. Task: Predict which catalyst facilitates the given reaction. (1) Reactant: [C:1]([O:8][C:9]([CH3:12])([CH3:11])[CH3:10])(=[O:7])[CH2:2][C:3]([O:5][CH3:6])=[O:4].[H-].[Na+].F[C:16]1[CH:21]=[CH:20][C:19]([N+:22]([O-:24])=[O:23])=[CH:18][CH:17]=1.O. Product: [CH3:6][O:5][C:3](=[O:4])[CH:2]([C:16]1[CH:21]=[CH:20][C:19]([N+:22]([O-:24])=[O:23])=[CH:18][CH:17]=1)[C:1]([O:8][C:9]([CH3:12])([CH3:11])[CH3:10])=[O:7]. The catalyst class is: 3. (2) Reactant: C(Cl)Cl.[C:4]([NH:8][S:9]([C:12]1[CH:17]=[CH:16][CH:15]=[C:14](B2OC(C)(C)C(C)(C)O2)[CH:13]=1)(=[O:11])=[O:10])([CH3:7])([CH3:6])[CH3:5].Br[C:28]1[N:33]=[C:32]([NH:34][C:35]2[CH:39]=[C:38]([CH:40]3[CH2:42][CH2:41]3)[NH:37][N:36]=2)[C:31]([C:43]#[C:44][Si](C)(C)C)=[CH:30][N:29]=1.C([O-])([O-])=O.[Na+].[Na+]. Product: [C:4]([NH:8][S:9]([C:12]1[CH:17]=[CH:16][CH:15]=[C:14]([C:28]2[N:33]=[C:32]([NH:34][C:35]3[NH:36][N:37]=[C:38]([CH:40]4[CH2:42][CH2:41]4)[CH:39]=3)[C:31]([C:43]#[CH:44])=[CH:30][N:29]=2)[CH:13]=1)(=[O:10])=[O:11])([CH3:5])([CH3:6])[CH3:7]. The catalyst class is: 75.